This data is from Reaction yield outcomes from USPTO patents with 853,638 reactions. The task is: Predict the reaction yield, written as a fraction of the theoretical maximum amount of product (1.0 means a 100% yield; for example, 0.34 means a 34% yield). (1) The reactants are [CH3:1][O:2][C:3]1[CH:8]=[CH:7][C:6]([C:9]([C:30]2[CH:35]=[CH:34][C:33]([O:36][CH3:37])=[CH:32][CH:31]=2)([C:24]2[CH:29]=[CH:28][CH:27]=[CH:26][CH:25]=2)[O:10][C@@H:11]2[C@@H:15]([OH:16])[CH2:14][N:13]([C:17]([O:19][C:20]([CH3:23])([CH3:22])[CH3:21])=[O:18])[CH2:12]2)=[CH:5][CH:4]=1.[CH3:38][S:39](Cl)(=[O:41])=[O:40]. The catalyst is CN(C1C=CN=CC=1)C.ClCCl. The product is [CH3:1][O:2][C:3]1[CH:8]=[CH:7][C:6]([C:9]([C:30]2[CH:35]=[CH:34][C:33]([O:36][CH3:37])=[CH:32][CH:31]=2)([C:24]2[CH:29]=[CH:28][CH:27]=[CH:26][CH:25]=2)[O:10][C@@H:11]2[C@@H:15]([O:16][S:39]([CH3:38])(=[O:41])=[O:40])[CH2:14][N:13]([C:17]([O:19][C:20]([CH3:23])([CH3:22])[CH3:21])=[O:18])[CH2:12]2)=[CH:5][CH:4]=1. The yield is 0.990. (2) The reactants are [CH:1]([O:4][C:5]1[CH:14]=[C:13]([C:15]([F:18])([F:17])[F:16])[C:12]2[C:7](=[CH:8][CH:9]=[C:10]3[NH:22][C@H:21]([C:23]4[CH:28]=[CH:27][CH:26]=[CH:25][CH:24]=4)[CH2:20][O:19][C:11]3=2)[N:6]=1)([CH3:3])[CH3:2].[BH4-].[Na+]. The catalyst is C(O)(C(F)(F)F)=O. The product is [CH:1]([O:4][C:5]1[CH:14]=[C:13]([C:15]([F:17])([F:16])[F:18])[C:12]2[C:7](=[CH:8][CH:9]=[C:10]3[N:22]([CH2:13][C:15]([F:18])([F:17])[F:16])[C@H:21]([C:23]4[CH:28]=[CH:27][CH:26]=[CH:25][CH:24]=4)[CH2:20][O:19][C:11]3=2)[N:6]=1)([CH3:3])[CH3:2]. The yield is 0.850. (3) The reactants are COC1C=CC(C[N:8]2[C:16]3[C:15](=[O:17])[N:14]4[C:18]([CH3:21])=[N:19][N:20]=[C:13]4[N:12]([CH2:22][CH2:23][CH2:24][CH2:25][CH3:26])[C:11]=3[N:10]=[C:9]2[S:27][CH3:28])=CC=1.FC(F)(F)C(O)=O. No catalyst specified. The product is [CH3:21][C:18]1[N:14]2[C:15](=[O:17])[C:16]3[NH:8][C:9]([S:27][CH3:28])=[N:10][C:11]=3[N:12]([CH2:22][CH2:23][CH2:24][CH2:25][CH3:26])[C:13]2=[N:20][N:19]=1. The yield is 0.420. (4) The reactants are C([C:3]1[CH:4]=[C:5]([CH2:9][C:10]([OH:12])=[O:11])[CH:6]=[CH:7][CH:8]=1)=O.C1([CH2:16][O:17]C2C=C([C@@H](O)CC3C(Cl)=C[N+]([O-])=CC=3Cl)C=CC=2OC(F)F)CC1.CCN=C=NCCCN(C)C.Cl. The catalyst is CN(C=O)C.CN(C1C=CN=CC=1)C. The product is [CH:16]([C:8]1[CH:3]=[CH:4][C:5]([CH2:9][C:10]([OH:12])=[O:11])=[CH:6][CH:7]=1)=[O:17]. The yield is 0.230. (5) The reactants are [C:1]([O:5][C:6]([N:8]([C:51]([O:53][C:54]([CH3:57])([CH3:56])[CH3:55])=[O:52])[C:9]1[C:18]2[C:13](=[CH:14][C:15]([NH:19][CH:20]([C:40]3[CH:45]=[C:44]([CH3:46])[C:43]([CH2:47][CH2:48][OH:49])=[C:42]([CH3:50])[CH:41]=3)[C:21]([NH:23][C@@H:24]([C:31]3[CH:36]=[CH:35][CH:34]=[C:33]([N+:37]([O-])=O)[CH:32]=3)[CH2:25][C:26]([O:28][CH2:29][CH3:30])=[O:27])=[O:22])=[CH:16][CH:17]=2)[CH:12]=[CH:11][N:10]=1)=[O:7])([CH3:4])([CH3:3])[CH3:2]. The catalyst is CO.[Pd]. The product is [NH2:37][C:33]1[CH:32]=[C:31]([C@H:24]([NH:23][C:21](=[O:22])[CH:20]([NH:19][C:15]2[CH:14]=[C:13]3[C:18](=[CH:17][CH:16]=2)[C:9]([N:8]([C:6]([O:5][C:1]([CH3:4])([CH3:3])[CH3:2])=[O:7])[C:51]([O:53][C:54]([CH3:56])([CH3:57])[CH3:55])=[O:52])=[N:10][CH:11]=[CH:12]3)[C:40]2[CH:45]=[C:44]([CH3:46])[C:43]([CH2:47][CH2:48][OH:49])=[C:42]([CH3:50])[CH:41]=2)[CH2:25][C:26]([O:28][CH2:29][CH3:30])=[O:27])[CH:36]=[CH:35][CH:34]=1. The yield is 0.720. (6) The reactants are C([CH:5]1[C@H:9]([O:10][CH3:11])[CH2:8][CH2:7][N:6]1[C:12]([O-])=O)(C)(C)C.CCOCC.[N+:20]([C:23]1[CH:30]=[CH:29][C:26](CBr)=[CH:25][CH:24]=1)([O-:22])=[O:21]. The catalyst is Cl. The product is [CH3:11][O:10][CH:9]1[CH2:8][CH2:7][N:6]([CH2:12][C:26]2[CH:29]=[CH:30][C:23]([N+:20]([O-:22])=[O:21])=[CH:24][CH:25]=2)[CH2:5]1. The yield is 0.670. (7) The product is [CH2:18]([O:17][C:15]([N:12]1[CH2:13][CH2:14][C:9]2[C:8]3[C:7](=[C:6]([O:21][CH3:22])[CH:5]=[CH:4][C:3]=3[C:1]([OH:25])=[O:2])[O:20][C:10]=2[CH2:11]1)=[O:16])[CH3:19]. The yield is 0.410. The catalyst is O.CC(C)=O. The reactants are [CH:1]([C:3]1[C:8]2[C:9]3[CH2:14][CH2:13][N:12]([C:15]([O:17][CH2:18][CH3:19])=[O:16])[CH2:11][C:10]=3[O:20][C:7]=2[C:6]([O:21][CH3:22])=[CH:5][CH:4]=1)=[O:2].S(=O)(=O)([OH:25])N.Cl([O-])=O.[Na+].